Dataset: CYP2C19 inhibition data for predicting drug metabolism from PubChem BioAssay. Task: Regression/Classification. Given a drug SMILES string, predict its absorption, distribution, metabolism, or excretion properties. Task type varies by dataset: regression for continuous measurements (e.g., permeability, clearance, half-life) or binary classification for categorical outcomes (e.g., BBB penetration, CYP inhibition). Dataset: cyp2c19_veith. (1) The drug is O=C(OCc1nc2ccccc2s1)c1ccc(Br)s1. The result is 1 (inhibitor). (2) The molecule is CNCCNS(=O)(=O)c1cccc2cnccc12. The result is 0 (non-inhibitor). (3) The drug is O=c1[nH]c2cc(C(F)(F)F)ccc2n1-c1cc(C(F)(F)F)ccc1O. The result is 1 (inhibitor). (4) The molecule is NCCCCNS(=O)(=O)c1cccc2c(Cl)cccc12. The result is 1 (inhibitor). (5) The compound is Nc1ccccc1N=Nc1c(S(=O)(=O)O)cc2cc(S(=O)(=O)O)cc(O)c2c1O. The result is 0 (non-inhibitor). (6) The drug is NCC1CCCCC1.O=C(O)NCC1CCCCC1. The result is 0 (non-inhibitor). (7) The drug is CCOC(=O)c1sc2c(c1C)c(=O)c(C(=O)OCC)cn2CC. The result is 0 (non-inhibitor). (8) The drug is Nc1ccc(S(=O)(=O)c2ccc(NC(=O)c3cccnc3)cc2)cc1. The result is 0 (non-inhibitor). (9) The molecule is CC(C)N1CCN(c2ccc(OC[C@@H]3CO[C@@](Cn4cncn4)(c4ccc(Cl)cc4Cl)O3)cc2)CC1. The result is 0 (non-inhibitor). (10) The compound is Cc1cc(C)n(-c2ccc(F)cc2)c(=O)c1C(=O)O. The result is 0 (non-inhibitor).